Dataset: Catalyst prediction with 721,799 reactions and 888 catalyst types from USPTO. Task: Predict which catalyst facilitates the given reaction. Reactant: C(OC([NH:8][C:9](=[N:54]C(OC(C)(C)C)=O)[NH:10][C:11]1[CH:53]=[CH:52][C:14]([C:15]([O:17][C:18]2[CH:23]=[CH:22][C:21]([CH:24]([CH3:50])[C:25]([N:27]([CH2:36][C:37]3[CH:38]=[C:39]([CH:47]=[CH:48][CH:49]=3)[C:40]([O:42]C(C)(C)C)=[O:41])[CH2:28][C:29]([O:31]C(C)(C)C)=[O:30])=[O:26])=[C:20]([Cl:51])[CH:19]=2)=[O:16])=[CH:13][CH:12]=1)=O)(C)(C)C.FC(F)(F)C(O)=O. Product: [NH:10]([C:11]1[CH:12]=[CH:13][C:14]([C:15]([O:17][C:18]2[CH:23]=[CH:22][C:21]([CH:24]([CH3:50])[C:25]([N:27]([CH2:36][C:37]3[CH:38]=[C:39]([CH:47]=[CH:48][CH:49]=3)[C:40]([OH:42])=[O:41])[CH2:28][C:29]([OH:31])=[O:30])=[O:26])=[C:20]([Cl:51])[CH:19]=2)=[O:16])=[CH:52][CH:53]=1)[C:9]([NH2:54])=[NH:8]. The catalyst class is: 4.